From a dataset of Peptide-MHC class I binding affinity with 185,985 pairs from IEDB/IMGT. Regression. Given a peptide amino acid sequence and an MHC pseudo amino acid sequence, predict their binding affinity value. This is MHC class I binding data. The peptide sequence is SDLYLVTRHA. The binding affinity (normalized) is 0. The MHC is Patr-B2401 with pseudo-sequence Patr-B2401.